From a dataset of Forward reaction prediction with 1.9M reactions from USPTO patents (1976-2016). Predict the product of the given reaction. (1) The product is: [Br:21][C:22]1[CH:23]=[C:24]2[C:28](=[CH:29][CH:30]=1)[NH:27][C:26](=[O:31])[C:25]2=[CH:16][C:13]1[NH:12][C:9]2[CH2:10][CH2:11][N:6]([CH2:5][CH2:4][N:3]([CH2:19][CH3:20])[CH2:1][CH3:2])[C:7](=[O:18])[C:8]=2[C:14]=1[CH3:15].[CH3:15][C:14]1[C:8]2[C:7](=[O:18])[NH:6][CH2:11][CH2:10][C:9]=2[NH:12][CH:13]=1. Given the reactants [CH2:1]([N:3]([CH2:19][CH3:20])[CH2:4][CH2:5][N:6]1[CH2:11][CH2:10][C:9]2[NH:12][C:13]([CH:16]=O)=[C:14]([CH3:15])[C:8]=2[C:7]1=[O:18])[CH3:2].[Br:21][C:22]1[CH:23]=[C:24]2[C:28](=[CH:29][CH:30]=1)[NH:27][C:26](=[O:31])[CH2:25]2, predict the reaction product. (2) Given the reactants [OH:1][C@@H:2]([CH3:22])[C:3]([NH:5][C@@H:6]1[C:12](=[O:13])[NH:11][C:10]2[CH:14]=[CH:15][CH:16]=[CH:17][C:9]=2[C:8]2[CH:18]=[CH:19][CH:20]=[CH:21][C:7]1=2)=[O:4].N1C=CC=CC=1.Cl[C:30]([O:32][C:33]1[CH:38]=[CH:37][C:36]([N+:39]([O-:41])=[O:40])=[CH:35][CH:34]=1)=[O:31].C(OC(=O)C)C.C1CCCCC1, predict the reaction product. The product is: [O:13]=[C:12]1[NH:11][C:10]2[CH:14]=[CH:15][CH:16]=[CH:17][C:9]=2[C:8]2[CH:18]=[CH:19][CH:20]=[CH:21][C:7]=2[C@@H:6]1[NH:5][C:3]([C@@H:2]([O:1][C:30](=[O:31])[O:32][C:33]1[CH:34]=[CH:35][C:36]([N+:39]([O-:41])=[O:40])=[CH:37][CH:38]=1)[CH3:22])=[O:4]. (3) Given the reactants Br[C:2]1[CH:11]=[C:10]2[C:5]([CH:6]=[CH:7][C:8]([NH2:12])=[N:9]2)=[N:4][CH:3]=1.[CH3:13][O:14][C:15]1[CH:16]=[C:17]([CH:19]=[C:20]([O:24][CH3:25])[C:21]=1[O:22][CH3:23])[NH2:18].CC(C)([O-])C.[Na+].O, predict the reaction product. The product is: [CH3:25][O:24][C:20]1[CH:19]=[C:17]([NH:18][C:2]2[CH:11]=[C:10]3[C:5]([CH:6]=[CH:7][C:8]([NH2:12])=[N:9]3)=[N:4][CH:3]=2)[CH:16]=[C:15]([O:14][CH3:13])[C:21]=1[O:22][CH3:23]. (4) Given the reactants [Cl:1][C:2]1[CH:10]=[CH:9][CH:8]=[C:7]2[C:3]=1[C:4]([CH:12]=O)=[CH:5][N:6]2[CH3:11].[CH3:14][N:15]1C2C(=CC=CC=2)C(C)=C1C=O, predict the reaction product. The product is: [Cl:1][C:2]1[CH:10]=[CH:9][CH:8]=[C:7]2[C:3]=1[C:4]([CH2:12][NH:15][CH3:14])=[CH:5][N:6]2[CH3:11]. (5) The product is: [F:1][C:2]1[C:3]([CH3:13])=[C:4]([CH2:9][C:10]([O:12][CH3:19])=[O:11])[CH:5]=[CH:6][C:7]=1[F:8]. Given the reactants [F:1][C:2]1[C:3]([CH3:13])=[C:4]([CH2:9][C:10]([OH:12])=[O:11])[CH:5]=[CH:6][C:7]=1[F:8].OS(O)(=O)=O.[CH3:19]O, predict the reaction product. (6) Given the reactants [Cl:1][C:2]1[C:26]([Cl:27])=[CH:25][CH:24]=[CH:23][C:3]=1[CH2:4][N:5]1[C:10](=[O:11])[C:9]([C:12]#[N:13])=[CH:8][N:7]([C:14]2[CH:19]=[CH:18][C:17]([O:20][CH3:21])=[CH:16][CH:15]=2)[C:6]1=[O:22].C([Sn](=O)CCCC)CCC.C[Si]([N:42]=[N+:43]=[N-:44])(C)C.C(O)C, predict the reaction product. The product is: [Cl:1][C:2]1[C:26]([Cl:27])=[CH:25][CH:24]=[CH:23][C:3]=1[CH2:4][N:5]1[C:10](=[O:11])[C:9]([C:12]2[NH:44][N:43]=[N:42][N:13]=2)=[CH:8][N:7]([C:14]2[CH:19]=[CH:18][C:17]([O:20][CH3:21])=[CH:16][CH:15]=2)[C:6]1=[O:22]. (7) Given the reactants [Br:1][C:2]1[CH:3]=[C:4]([OH:8])[CH:5]=[CH:6][CH:7]=1.CC(C)([O-])C.[K+].Br[CH:16]([CH2:21][CH:22]([CH3:24])[CH3:23])[C:17]([O:19][CH3:20])=[O:18], predict the reaction product. The product is: [Br:1][C:2]1[CH:3]=[C:4]([CH:5]=[CH:6][CH:7]=1)[O:8][CH:16]([CH2:21][CH:22]([CH3:24])[CH3:23])[C:17]([O:19][CH3:20])=[O:18]. (8) Given the reactants FC(F)(F)S(O[C:7]1[C:16]2[CH2:15][CH2:14][CH2:13][C:12](=[O:17])[C:11]=2[CH:10]=[CH:9][CH:8]=1)(=O)=O.[CH3:20][N:21](C=O)C, predict the reaction product. The product is: [O:17]=[C:12]1[CH2:13][CH2:14][CH2:15][C:16]2[C:7]([C:20]#[N:21])=[CH:8][CH:9]=[CH:10][C:11]1=2. (9) Given the reactants [CH:1]1([NH:5][C:6]2[N:7]=[N:8][C:9]([C:12]#[CH:13])=[CH:10][CH:11]=2)[CH2:4][CH2:3][CH2:2]1.I[C:15]1[CH:16]=[C:17]([CH:37]=[CH:38][C:39]=1[CH3:40])[C:18]([NH:20][C:21]1[CH:26]=[C:25]([C:27]([F:30])([F:29])[F:28])[CH:24]=[C:23]([N:31]2[CH:35]=[C:34]([CH3:36])[N:33]=[CH:32]2)[CH:22]=1)=[O:19], predict the reaction product. The product is: [CH:1]1([NH:5][C:6]2[N:7]=[N:8][C:9]([C:12]#[C:13][C:15]3[CH:16]=[C:17]([CH:37]=[CH:38][C:39]=3[CH3:40])[C:18]([NH:20][C:21]3[CH:26]=[C:25]([C:27]([F:29])([F:28])[F:30])[CH:24]=[C:23]([N:31]4[CH:35]=[C:34]([CH3:36])[N:33]=[CH:32]4)[CH:22]=3)=[O:19])=[CH:10][CH:11]=2)[CH2:4][CH2:3][CH2:2]1. (10) Given the reactants Cl[CH2:2][C:3]1[O:7][C:6]([C:8]2[CH:13]=[CH:12][C:11]([C:14]3[C:19]([CH3:20])=[CH:18][CH:17]=[C:16]([C:21]([NH:23][CH:24]4[CH2:26][CH2:25]4)=[O:22])[CH:15]=3)=[CH:10][CH:9]=2)=[N:5][N:4]=1.[CH3:27][O-:28].[Na+], predict the reaction product. The product is: [CH:24]1([NH:23][C:21]([C:16]2[CH:15]=[C:14]([C:11]3[CH:12]=[CH:13][C:8]([C:6]4[O:7][C:3]([CH2:2][O:28][CH3:27])=[N:4][N:5]=4)=[CH:9][CH:10]=3)[C:19]([CH3:20])=[CH:18][CH:17]=2)=[O:22])[CH2:26][CH2:25]1.